From a dataset of Experimentally validated miRNA-target interactions with 360,000+ pairs, plus equal number of negative samples. Binary Classification. Given a miRNA mature sequence and a target amino acid sequence, predict their likelihood of interaction. (1) The miRNA is hsa-miR-570-3p with sequence CGAAAACAGCAAUUACCUUUGC. The protein sequence of the target gene is MAAAGGGAAAAAGRAYSFKVVLLGEGCVGKTSLVLRYCENKFNDKHITTLQASFLTKKLNIGGKRVNLAIWDTAGQERFHALGPIYYRDSNGAILVYDVTDEDSFQKVKNWVKELRKMLGNEICLCIVGNKIDLEKERHVSIQEAESYAESVGAKHYHTSAKQNKGIEELFLDLCKRMIETAQVDERAKGNGSSQAGAARRGVQIIDDEPQAQSSGGCCSSG. Result: 0 (no interaction). (2) The miRNA is mmu-miR-374c-5p with sequence AUAAUACAACCUGCUAAGUG. The protein sequence of the target gene is MGEGHGDTFEGVSTDRLKLELLEEIHMKDVVQLSTLEIRHKIAELEANLNGDLAGSEWKTRYETQLELNDQLEKQIVSLKEKMEKMRGNPSDRLSSIRVYEKMPVESLNVLLKQLEKEKRSLESQVKEYAFRLEQESKAYHRTNNERRSYIAEMTQVSGSNQVSKRQQMDPLPRMKESPVKTGRHNSMNQKTTNAKKGPVKKVPRSNHLPKLNP. Result: 1 (interaction). (3) The miRNA is mmu-miR-133b-3p with sequence UUUGGUCCCCUUCAACCAGCUA. The protein sequence of the target gene is MGSLFGRVAALRALLCGPRFQCLLVRPSSGGPPWPQERTLVAVKPDGVQRRLVGTVIQRFERRGFKLVGMKMLQAPESILAEHYRDLQRKPFYPALISYMSSGPVVAMVWEGPNVVHISRAMIGHTDSTEAAPGTIRGDFSVHISRNVIHASDSVDGAQREIELWFQSSELLNWADGGHHSSCYPA. Result: 0 (no interaction). (4) Result: 1 (interaction). The miRNA is hsa-miR-1251-5p with sequence ACUCUAGCUGCCAAAGGCGCU. The protein sequence of the target gene is MAEAPQVVEIDPDFEPLPRPRSCTWPLPRPEFSQSNSATSSPAPSGSAAANPDAAAGLPSASAAAVSADFMSNLSLLEESEDFPQAPGSVAAAVAAAAAAAATGGLCGDFQGPEAGCLHPAPPQPPPPGPLSQHPPVPPAAAGPLAGQPRKSSSSRRNAWGNLSYADLITKAIESSAEKRLTLSQIYEWMVKSVPYFKDKGDSNSSAGWKNSIRHNLSLHSKFIRVQNEGTGKSSWWMLNPEGGKSGKSPRRRAASMDNNSKFAKSRSRAAKKKASLQSGQEGAGDSPGSQFSKWPASPG.... (5) The miRNA is hsa-miR-424-5p with sequence CAGCAGCAAUUCAUGUUUUGAA. The protein sequence of the target gene is MATVRASLRGALLLLLAVAGVAEVAGGLAPGSAGALCCNHSKDNQMCRDVCEQIFSSKSESRLKHLLQRAPDYCPETMVEIWNCMNSSLPGVFKKSDGWVGLGCCELAIALECRQACKQASSKNDISKVCRKEYENALFSCISRNEMGSVCCSYAGHHTNCREYCQAIFRTDSSPGPSQIKAVENYCASISPQLIHCVNNYTQSYPMRNPTDSLYCCDRAEDHACQNACKRILMSKKTEMEIVDGLIEGCKTQPLPQDPLWQCFLESSQSVHPGVTVHPPPSTGLDGAKLHCCSKANTST.... Result: 1 (interaction). (6) The miRNA is hsa-miR-129-5p with sequence CUUUUUGCGGUCUGGGCUUGC. The protein sequence of the target gene is MASRSLGGLSGSRGGGGGGGGKKSLSARNAAVERRNLITVCRFSVKTLIDRSCFETIDDSSPEFNNFAAVLEQILSHRLKGQVTWFGYESPRSFWDYIRVACRKVSQNCICSIENMENVSSSRAKGRAWIRVALMEKHLSEYISTALRDFKTTRRFYEDGAIVLGEEANMLAGMLLGLNAIDFSFCLKGEGLDGTFPAVIDYTPYLKFEQSSDSISSDEEELRTFGSSDSESSTPENVGPPLILDENTWFNKCKRVRQKYQLTLEQKGYLEELLRLRENQLSESVSQNKILLQRIEDSDL.... Result: 0 (no interaction).